Dataset: Experimentally validated miRNA-target interactions with 360,000+ pairs, plus equal number of negative samples. Task: Binary Classification. Given a miRNA mature sequence and a target amino acid sequence, predict their likelihood of interaction. (1) The miRNA is hsa-miR-3942-5p with sequence AAGCAAUACUGUUACCUGAAAU. The protein sequence of the target gene is MSALRRSGYGPSDGPSYGRYYGPGGGDVPVHVPPPLYPPLRPEPPQPPVSWRGRGGAPAETTWPGEGAGGDGYYPSGGAWAEASRAGGGHQEQPPYPGYNSNYWNSVRPRAPYPGSYSVRPELQGQSLNSYANGAYGPPYPPGPGASTASYSGAYYVPGYTQSNYSTEVPNTYRSPGNSPTPMSRWMYSQQDCPTEAPPLRGQVPGYPASQNPGMTLPHYPYGDGNRAVPQSGGTGRPQDDAWASSAYGMGARYPWPSAAPSAPSAGSLYMTESASPWPGNSSPQPPPSPPPQQPKDPSY.... Result: 0 (no interaction). (2) The miRNA is hsa-miR-6870-5p with sequence UGGGGGAGAUGGGGGUUGA. The protein sequence of the target gene is MVAEAGSMPAASSVKKPFGLRSKMGKWCRHCFPWCRGSGKSNVGTSGDHDDSAMKTLRSKMGKWCRHCFPWCRGSGKSNVGTSGDHDDSAMKTLRSKMGKWCCHCFPCCRGSGKSKVGPWGDYDDSAFMEPRYHVRREDLDKLHRAAWWGKVPRKDLIVMLKDTDMNKKDKQKRTALHLASANGNSEVVKLLLDRRCQLNILDNKKRTALTKAVQCQEDECALMLLEHGTDPNIPDEYGNTALHYAIYNEDKLMAKALLLYGADIESKNKHGLTPLLLGVHEQKQQVVKFLIKKKANLNA.... Result: 1 (interaction).